This data is from Full USPTO retrosynthesis dataset with 1.9M reactions from patents (1976-2016). The task is: Predict the reactants needed to synthesize the given product. (1) Given the product [F:1][C:2]1[CH:3]=[C:4]([CH:14]=[CH:15][CH:16]=1)[O:5][CH2:6][C:7]1[CH:8]=[CH:9][C:10]([NH:13][C:23]([C:20]2([C:18]([NH2:17])=[O:19])[CH2:22][CH2:21]2)=[O:24])=[CH:11][CH:12]=1, predict the reactants needed to synthesize it. The reactants are: [F:1][C:2]1[CH:3]=[C:4]([CH:14]=[CH:15][CH:16]=1)[O:5][CH2:6][C:7]1[CH:12]=[CH:11][C:10]([NH2:13])=[CH:9][CH:8]=1.[NH2:17][C:18]([C:20]1([C:23](O)=[O:24])[CH2:22][CH2:21]1)=[O:19]. (2) Given the product [CH2:24]([NH:26][C:27]([NH:1][CH2:2][C@@H:3]1[C@@H:11]([C@@:12]2([CH3:21])[CH2:17][CH2:16][C@H:15]([OH:18])[CH2:14][C@@H:13]2[CH2:19][OH:20])[CH2:10][CH2:9][C@@:8]2([CH3:22])[C@H:4]1[CH2:5][CH2:6][C:7]2=[CH2:23])=[O:28])[CH3:25], predict the reactants needed to synthesize it. The reactants are: [NH2:1][CH2:2][C@@H:3]1[C@@H:11]([C@@:12]2([CH3:21])[CH2:17][CH2:16][C@H:15]([OH:18])[CH2:14][C@@H:13]2[CH2:19][OH:20])[CH2:10][CH2:9][C@@:8]2([CH3:22])[C@H:4]1[CH2:5][CH2:6][C:7]2=[CH2:23].[CH2:24]([N:26]=[C:27]=[O:28])[CH3:25].